From a dataset of TCR-epitope binding with 47,182 pairs between 192 epitopes and 23,139 TCRs. Binary Classification. Given a T-cell receptor sequence (or CDR3 region) and an epitope sequence, predict whether binding occurs between them. The epitope is FTISVTTEIL. The TCR CDR3 sequence is CAISESSSGGYEQYF. Result: 1 (the TCR binds to the epitope).